Dataset: Full USPTO retrosynthesis dataset with 1.9M reactions from patents (1976-2016). Task: Predict the reactants needed to synthesize the given product. Given the product [CH3:9][S:8][C:4]1[N:3]=[C:2]([N:10]2[C:18]3[C:13](=[CH:14][CH:15]=[CH:16][CH:17]=3)[CH2:12][CH2:11]2)[CH:7]=[CH:6][N:5]=1, predict the reactants needed to synthesize it. The reactants are: Cl[C:2]1[CH:7]=[CH:6][N:5]=[C:4]([S:8][CH3:9])[N:3]=1.[NH:10]1[C:18]2[C:13](=[CH:14][CH:15]=[CH:16][CH:17]=2)[CH2:12][CH2:11]1.C(N(CC)C(C)C)(C)C.